From a dataset of Forward reaction prediction with 1.9M reactions from USPTO patents (1976-2016). Predict the product of the given reaction. (1) The product is: [C:24]1([C:30]2[S:34][C:33]([NH:35][C:7]([C:6]3[C:5]4[CH:10]=[CH:11][C:12]([O:14][C:15]5[CH:20]=[CH:19][N:18]=[C:17]6[CH:21]=[CH:22][S:23][C:16]=56)=[CH:13][C:4]=4[O:3][C:2]=3[CH3:1])=[O:9])=[N:32][N:31]=2)[CH:25]=[CH:26][CH:27]=[CH:28][CH:29]=1. Given the reactants [CH3:1][C:2]1[O:3][C:4]2[CH:13]=[C:12]([O:14][C:15]3[CH:20]=[CH:19][N:18]=[C:17]4[CH:21]=[CH:22][S:23][C:16]=34)[CH:11]=[CH:10][C:5]=2[C:6]=1[C:7]([OH:9])=O.[C:24]1([C:30]2[S:34][C:33]([NH2:35])=[N:32][N:31]=2)[CH:29]=[CH:28][CH:27]=[CH:26][CH:25]=1, predict the reaction product. (2) Given the reactants [C:1]([O:5][C:6]([N:8]1[CH2:14][CH2:13][C:12]2[C:15]([CH2:20][SH:21])=[C:16]([Cl:19])[CH:17]=[CH:18][C:11]=2[CH2:10][CH2:9]1)=[O:7])([CH3:4])([CH3:3])[CH3:2].Br[C:23]1[N:28]=[CH:27][C:26]([C:29]2[N:30]=[C:31]([NH:34][CH2:35][CH:36]3[CH2:38][CH2:37]3)[S:32][CH:33]=2)=[CH:25][CH:24]=1.C(N(C(C)C)CC)(C)C, predict the reaction product. The product is: [C:1]([O:5][C:6]([N:8]1[CH2:14][CH2:13][C:12]2[C:15]([CH2:20][S:21][C:23]3[CH:24]=[CH:25][C:26]([C:29]4[N:30]=[C:31]([NH:34][CH2:35][CH:36]5[CH2:37][CH2:38]5)[S:32][CH:33]=4)=[CH:27][N:28]=3)=[C:16]([Cl:19])[CH:17]=[CH:18][C:11]=2[CH2:10][CH2:9]1)=[O:7])([CH3:4])([CH3:2])[CH3:3]. (3) Given the reactants Br[C:2]1[C:3](=[O:21])[N:4]([C:9]2[CH:10]=[C:11]([CH:16]=[C:17]([F:20])[C:18]=2[CH3:19])[C:12]([O:14][CH3:15])=[O:13])[CH:5]=[C:6]([Br:8])[N:7]=1.F[C:23](F)(F)[C:24]([OH:26])=[O:25].[NH2:29][C:30]1([C:33]2[CH:53]=[CH:52][CH:51]=[CH:50][C:34]=2[O:35][CH2:36][CH2:37][N:38](C)C(=O)OCC2C=CC=CC=2)[CH2:32][CH2:31]1.C(N(CC)C(C)C)(C)C.O.[C:64]1([CH3:70])[CH:69]=[CH:68][CH:67]=[CH:66][CH:65]=1, predict the reaction product. The product is: [CH2:70]([O:26][C:24]([CH2:23][NH:38][CH2:37][CH2:36][O:35][C:34]1[CH:50]=[CH:51][CH:52]=[CH:53][C:33]=1[C:30]1([NH:29][C:2]2[C:3](=[O:21])[N:4]([C:9]3[CH:10]=[C:11]([CH:16]=[C:17]([F:20])[C:18]=3[CH3:19])[C:12]([O:14][CH3:15])=[O:13])[CH:5]=[C:6]([Br:8])[N:7]=2)[CH2:32][CH2:31]1)=[O:25])[C:64]1[CH:69]=[CH:68][CH:67]=[CH:66][CH:65]=1. (4) Given the reactants [OH-].[K+].[OH:3][C@@H:4]([C:11]1[CH:16]=[CH:15][CH:14]=[CH:13][CH:12]=1)[C:5](=[CH2:10])[C:6]([O:8]C)=[O:7], predict the reaction product. The product is: [OH:3][C@@H:4]([C:11]1[CH:16]=[CH:15][CH:14]=[CH:13][CH:12]=1)[C:5](=[CH2:10])[C:6]([OH:8])=[O:7]. (5) Given the reactants [NH2:1][C:2]1[C:7]([C:8]#[C:9][C:10]2[N:15]=[CH:14][C:13]([NH:16]C(=O)OC(C)(C)C)=[CH:12][CH:11]=2)=[C:6]([O:24][C:25]2[CH:30]=[CH:29][C:28]([NH:31][C:32]([NH:34][C:35](=[O:44])[CH2:36][C:37]3[CH:42]=[CH:41][C:40]([F:43])=[CH:39][CH:38]=3)=[O:33])=[CH:27][C:26]=2[F:45])[CH:5]=[CH:4][N:3]=1.C(O)(C(F)(F)F)=O.C(Cl)[Cl:54], predict the reaction product. The product is: [ClH:54].[ClH:54].[NH2:1][C:2]1[C:7]([C:8]#[C:9][C:10]2[CH:11]=[CH:12][C:13]([NH2:16])=[CH:14][N:15]=2)=[C:6]([O:24][C:25]2[CH:30]=[CH:29][C:28]([NH:31][C:32]([NH:34][C:35](=[O:44])[CH2:36][C:37]3[CH:38]=[CH:39][C:40]([F:43])=[CH:41][CH:42]=3)=[O:33])=[CH:27][C:26]=2[F:45])[CH:5]=[CH:4][N:3]=1. (6) Given the reactants [N-:1]=[N+:2]=[N-:3].[Na+].[C:5]1([N:11]=[C:12](Cl)[C:13]([Cl:24])([Cl:23])[C:14]([NH:16][C:17]2[CH:22]=[CH:21][CH:20]=[CH:19][CH:18]=2)=[O:15])[CH:10]=[CH:9][CH:8]=[CH:7][CH:6]=1.[Cl-].[Na+], predict the reaction product. The product is: [C:17]1([NH:16][C:14](=[O:15])[C:13]([Cl:24])([Cl:23])[C:12]2[N:11]([C:5]3[CH:6]=[CH:7][CH:8]=[CH:9][CH:10]=3)[N:3]=[N:2][N:1]=2)[CH:18]=[CH:19][CH:20]=[CH:21][CH:22]=1.